From a dataset of Full USPTO retrosynthesis dataset with 1.9M reactions from patents (1976-2016). Predict the reactants needed to synthesize the given product. (1) Given the product [CH3:1][C:2]1[O:3][CH:4]=[CH:5][C:6]=1[C:7]([NH:17][C:16]1[CH:18]=[CH:19][C:13]([O:12][CH2:10][CH3:11])=[CH:14][C:15]=1[N+:20]([O-:22])=[O:21])=[O:9], predict the reactants needed to synthesize it. The reactants are: [CH3:1][C:2]1[O:3][CH:4]=[CH:5][C:6]=1[C:7]([OH:9])=O.[CH2:10]([O:12][C:13]1[CH:19]=[CH:18][C:16]([NH2:17])=[C:15]([N+:20]([O-:22])=[O:21])[CH:14]=1)[CH3:11]. (2) Given the product [Cl:17][C:18]1[CH:23]=[C:22]([N+:24]([O-:26])=[O:25])[CH:21]=[CH:20][C:19]=1[O:10][C:8]1[CH:7]=[CH:6][C:5]2[O:1][CH:2]=[CH:3][C:4]=2[CH:9]=1, predict the reactants needed to synthesize it. The reactants are: [O:1]1[C:5]2[CH:6]=[CH:7][C:8]([OH:10])=[CH:9][C:4]=2[CH:3]=[CH:2]1.C(=O)([O-])[O-].[K+].[K+].[Cl:17][C:18]1[CH:23]=[C:22]([N+:24]([O-:26])=[O:25])[CH:21]=[CH:20][C:19]=1F. (3) Given the product [I:1][C:2]1[CH:3]=[CH:4][C:5]([C:8]2[N:12]([CH3:13])[C:11]3[CH:19]=[CH:20][CH:21]=[CH:22][C:10]=3[N:9]=2)=[CH:6][CH:7]=1, predict the reactants needed to synthesize it. The reactants are: [I:1][C:2]1[CH:7]=[CH:6][C:5]([C:8]2[N:12]([C:13]3C=CC=CC=3)[C:11]3[CH:19]=[CH:20][CH:21]=[CH:22][C:10]=3[N:9]=2)=[CH:4][CH:3]=1.C1(C)C(C)=CC=CC=1.C(=O)([O-])[O-].[K+].[K+]. (4) Given the product [Cl:23][C:24]1[CH:25]=[C:26]([NH:38][C:2]2[C:11]3[C:6](=[CH:7][C:8]([O:15][CH:16]4[CH2:20][CH2:19][O:18][CH2:17]4)=[C:9]([N+:12]([O-:14])=[O:13])[CH:10]=3)[N:5]=[CH:4][C:3]=2[C:21]#[N:22])[CH:27]=[CH:28][C:29]=1[O:30][CH2:31][C:32]1[CH:37]=[CH:36][CH:35]=[CH:34][N:33]=1, predict the reactants needed to synthesize it. The reactants are: Cl[C:2]1[C:11]2[C:6](=[CH:7][C:8]([O:15][CH:16]3[CH2:20][CH2:19][O:18][CH2:17]3)=[C:9]([N+:12]([O-:14])=[O:13])[CH:10]=2)[N:5]=[CH:4][C:3]=1[C:21]#[N:22].[Cl:23][C:24]1[CH:25]=[C:26]([NH2:38])[CH:27]=[CH:28][C:29]=1[O:30][CH2:31][C:32]1[CH:37]=[CH:36][CH:35]=[CH:34][N:33]=1.Cl.N1C=CC=CC=1. (5) Given the product [F:19][C:16]1[CH:17]=[CH:18][C:13]([CH2:12][N:10]([CH3:11])[C:8]([C:7]2[CH2:25][N:35]([CH2:34][CH2:33][N:27]3[CH2:32][CH2:31][O:30][CH2:29][CH2:28]3)[C:4](=[O:23])[C:5]=2[OH:6])=[O:9])=[C:14]([S:20]([CH3:22])=[O:21])[CH:15]=1, predict the reactants needed to synthesize it. The reactants are: CC1(C)[O:6][C:5](=[CH:7][C:8]([N:10]([CH2:12][C:13]2[CH:18]=[CH:17][C:16]([F:19])=[CH:15][C:14]=2[S:20]([CH3:22])=[O:21])[CH3:11])=[O:9])[C:4](=[O:23])O1.[CH2:25]=O.[N:27]1([CH2:33][CH2:34][NH2:35])[CH2:32][CH2:31][O:30][CH2:29][CH2:28]1.